Dataset: Full USPTO retrosynthesis dataset with 1.9M reactions from patents (1976-2016). Task: Predict the reactants needed to synthesize the given product. Given the product [Cl:1][C:2]1[CH:3]=[CH:4][C:5]([C:8]2[N:9]([C:10]3[CH:15]=[CH:14][C:13]([S:16]([CH3:19])(=[O:17])=[O:18])=[CH:12][CH:11]=3)[CH2:27][C:28]([OH:42])([CH2:29][O:30][CH2:31][C:32]3[CH:41]=[CH:40][C:39]4[C:34](=[CH:35][CH:36]=[CH:37][CH:38]=4)[N:33]=3)[N:20]=2)=[CH:6][CH:7]=1, predict the reactants needed to synthesize it. The reactants are: [Cl:1][C:2]1[CH:7]=[CH:6][C:5]([C:8](=[NH:20])[NH:9][C:10]2[CH:15]=[CH:14][C:13]([S:16]([CH3:19])(=[O:18])=[O:17])=[CH:12][CH:11]=2)=[CH:4][CH:3]=1.C(=O)(O)[O-].[Na+].Br[CH2:27][C:28](=[O:42])[CH2:29][O:30][CH2:31][C:32]1[CH:41]=[CH:40][C:39]2[C:34](=[CH:35][CH:36]=[CH:37][CH:38]=2)[N:33]=1.